Dataset: Forward reaction prediction with 1.9M reactions from USPTO patents (1976-2016). Task: Predict the product of the given reaction. (1) Given the reactants C[O:2][C:3](=O)[N:4]([CH2:12][CH2:13][C:14]1[CH:19]=[CH:18][C:17]([C:20]([F:23])([F:22])[F:21])=[CH:16][C:15]=1[Br:24])[CH:5]([CH2:9][CH2:10][CH3:11])[CH2:6][CH2:7][CH3:8].FC(F)(F)S(OS(C(F)(F)F)(=O)=O)(=O)=O.C(=O)([O-])O.[Na+], predict the reaction product. The product is: [Br:24][C:15]1[CH:16]=[C:17]([C:20]([F:23])([F:22])[F:21])[CH:18]=[C:19]2[C:14]=1[CH2:13][CH2:12][N:4]([CH:5]([CH2:9][CH2:10][CH3:11])[CH2:6][CH2:7][CH3:8])[C:3]2=[O:2]. (2) Given the reactants [O:1]=[C:2]1[C:7]2[CH:8]=[CH:9][CH:10]=[CH:11][C:6]=2[S:5][C:4]([C:12]2[N:17]=[C:16]([CH2:18][CH2:19][CH2:20][O:21][CH2:22][CH2:23][C:24]([O:26]C(C)(C)C)=[O:25])[CH:15]=[CH:14][CH:13]=2)=[N:3]1.C(OC(C)C)(C)C, predict the reaction product. The product is: [O:1]=[C:2]1[C:7]2[CH:8]=[CH:9][CH:10]=[CH:11][C:6]=2[S:5][C:4]([C:12]2[N:17]=[C:16]([CH2:18][CH2:19][CH2:20][O:21][CH2:22][CH2:23][C:24]([OH:26])=[O:25])[CH:15]=[CH:14][CH:13]=2)=[N:3]1. (3) Given the reactants [OH:1][CH:2]1[CH2:7][CH2:6][N:5]([C:8]([O:10][C:11]([CH3:14])([CH3:13])[CH3:12])=[O:9])[CH2:4][CH2:3]1.[H-].[Na+].Cl.[Br:18][C:19]1[CH:20]=[C:21]2[S:27][C:26](Cl)=[N:25][C:22]2=[N:23][CH:24]=1.[Na], predict the reaction product. The product is: [Br:18][C:19]1[CH:20]=[C:21]2[S:27][C:26]([O:1][CH:2]3[CH2:3][CH2:4][N:5]([C:8]([O:10][C:11]([CH3:14])([CH3:13])[CH3:12])=[O:9])[CH2:6][CH2:7]3)=[N:25][C:22]2=[N:23][CH:24]=1. (4) The product is: [Br:1][C:2]1[CH:3]=[C:4]([CH:7]=[C:8]([F:10])[CH:9]=1)[CH2:5][NH:15][S:12]([CH3:11])(=[O:14])=[O:13]. Given the reactants [Br:1][C:2]1[CH:3]=[C:4]([CH:7]=[C:8]([F:10])[CH:9]=1)[CH:5]=O.[CH3:11][S:12]([NH2:15])(=[O:14])=[O:13].[BH-](OC(C)=O)(OC(C)=O)OC(C)=O.[Na+], predict the reaction product.